From a dataset of Catalyst prediction with 721,799 reactions and 888 catalyst types from USPTO. Predict which catalyst facilitates the given reaction. The catalyst class is: 18. Reactant: [Br:1][C:2]1[CH:7]=[C:6]2[NH:8][C:9](=[O:41])[C:10]3([CH:15]([C:16]4[CH:21]=[C:20]([Cl:22])[CH:19]=[CH:18][C:17]=4[O:23][C:24]([CH2:30][CH3:31])([C:27](O)=[O:28])[CH2:25][CH3:26])[CH2:14][C:13](=[O:32])[NH:12][CH:11]3[C:33]3[CH:38]=[C:37]([F:39])[CH:36]=[CH:35][C:34]=3[CH3:40])[C:5]2=[CH:4][CH:3]=1.C1N=CN(C(N2C=NC=C2)=O)C=1.[CH3:54][S:55]([NH2:58])(=[O:57])=[O:56].[H-].[Na+].Cl. Product: [Br:1][C:2]1[CH:7]=[C:6]2[NH:8][C:9](=[O:41])[C:10]3([CH:15]([C:16]4[CH:21]=[C:20]([Cl:22])[CH:19]=[CH:18][C:17]=4[O:23][C:24]([CH2:25][CH3:26])([C:27]([NH:58][S:55]([CH3:54])(=[O:57])=[O:56])=[O:28])[CH2:30][CH3:31])[CH2:14][C:13](=[O:32])[NH:12][CH:11]3[C:33]3[CH:38]=[C:37]([F:39])[CH:36]=[CH:35][C:34]=3[CH3:40])[C:5]2=[CH:4][CH:3]=1.